From a dataset of Reaction yield outcomes from USPTO patents with 853,638 reactions. Predict the reaction yield, written as a fraction of the theoretical maximum amount of product (1.0 means a 100% yield; for example, 0.34 means a 34% yield). (1) The reactants are [OH:1][C:2]1[CH:9]=[CH:8][C:5]([CH:6]=O)=[CH:4][CH:3]=1.[C:10](O)(=O)CC(O)=O. The catalyst is C(O)(=O)C. The product is [CH:6]([C:5]1[CH:8]=[CH:9][C:2]([OH:1])=[CH:3][CH:4]=1)=[CH2:10]. The yield is 0.400. (2) The reactants are [F:1][C:2]([F:21])([F:20])[C:3]1[CH:4]=[C:5]([CH2:9][C:10]([C:12]2[CH:19]=[CH:18][C:15]([CH:16]=O)=[CH:14][CH:13]=2)=[O:11])[CH:6]=[CH:7][CH:8]=1.[NH:22]1[CH2:25][CH:24]([C:26]([OH:28])=[O:27])[CH2:23]1.CC(O)=O.[BH3-]C#N.[Na+]. The catalyst is CO. The product is [F:1][C:2]([F:21])([F:20])[C:3]1[CH:4]=[C:5]([CH2:9][C:10]([C:12]2[CH:19]=[CH:18][C:15]([CH2:16][N:22]3[CH2:25][CH:24]([C:26]([OH:28])=[O:27])[CH2:23]3)=[CH:14][CH:13]=2)=[O:11])[CH:6]=[CH:7][CH:8]=1. The yield is 0.260. (3) The reactants are CC[C@H]1[C@H]2C[C@H]([C@H](OC3C4C(=CC=CC=4)C(O[C@H](C4C=CN=C5C=4C=C(OC)C=C5)[C@@H]4N5C[C@H](CC)[C@@H](CC5)C4)=NN=3)C3C=CN=C4C=3C=C([O:22]C)C=C4)N(CC2)C1.CS(N)(=O)=O.[NH2:64][C:65]1[N:66]=[CH:67][C:68]([C:84]2[CH:94]=[CH:93][C:87]([C:88]([N:90]([CH3:92])[CH3:91])=[O:89])=[CH:86][CH:85]=2)=[N:69][C:70]=1[C:71]1[O:72][C:73]([C:76]2[CH:81]=[CH:80]C(C=C)=[CH:78][CH:77]=2)=[N:74][N:75]=1.[O-]S([O-])(=S)=O.[Na+].[Na+].[Na+].[Cl-].[C:104]([OH:108])(C)([CH3:106])[CH3:105]. The catalyst is O. The product is [NH2:64][C:65]1[N:66]=[CH:67][C:68]([C:84]2[CH:94]=[CH:93][C:87]([C:88]([N:90]([CH3:92])[CH3:91])=[O:89])=[CH:86][CH:85]=2)=[N:69][C:70]=1[C:71]1[O:72][C:73]([C:76]2[CH:81]=[CH:80][C:105]([CH:104]([OH:108])[CH2:106][OH:22])=[CH:78][CH:77]=2)=[N:74][N:75]=1. The yield is 0.360. (4) The reactants are [CH3:1][C:2]([Si:5]([CH3:25])([CH3:24])[O:6][C@@H:7]1[C@@H:11]([CH2:12][Si:13]([CH3:21])([CH3:20])[C:14]2[CH:19]=[CH:18][CH:17]=[CH:16][CH:15]=2)[C:10]([CH2:22][OH:23])=[CH:9][CH2:8]1)([CH3:4])[CH3:3].C(O[O-])(=O)C1C(=CC=CC=1)C([O-])=[O:30].[Mg+2]. The catalyst is CO.C(OCC)(=O)C. The product is [CH3:4][C:2]([Si:5]([CH3:25])([CH3:24])[O:6][C@H:7]1[CH2:8][C@@H:9]2[C@@:10]([CH2:22][OH:23])([O:30]2)[C@@H:11]1[CH2:12][Si:13]([CH3:21])([CH3:20])[C:14]1[CH:15]=[CH:16][CH:17]=[CH:18][CH:19]=1)([CH3:1])[CH3:3]. The yield is 0.920. (5) The reactants are [CH3:1][CH:2]1[CH2:6][CH2:5][CH2:4][C:3]1=[O:7].C(O[C:11](=[O:17])[C:12]([O:14][CH2:15][CH3:16])=[O:13])C.CC[O-].[Na+]. No catalyst specified. The product is [CH2:15]([O:14][C:12](=[O:13])[C:11]([CH:4]1[CH2:5][CH2:6][CH:2]([CH3:1])[C:3]1=[O:7])=[O:17])[CH3:16]. The yield is 0.277. (6) The reactants are [NH2:1][C:2]1[C:11]2[C:6](=[C:7](Br)[CH:8]=[CH:9][CH:10]=2)[N:5]=[N:4][C:3]=1[C:13]([NH:15][CH2:16][CH2:17][CH3:18])=[O:14].[Cl:19][C:20]1[CH:25]=[CH:24][C:23]([Cl:26])=[CH:22][C:21]=1B(O)O. No catalyst specified. The product is [NH2:1][C:2]1[C:11]2[C:6](=[C:7]([C:24]3[CH:25]=[C:20]([Cl:19])[CH:21]=[CH:22][C:23]=3[Cl:26])[CH:8]=[CH:9][CH:10]=2)[N:5]=[N:4][C:3]=1[C:13]([NH:15][CH2:16][CH2:17][CH3:18])=[O:14]. The yield is 0.470.